From a dataset of Catalyst prediction with 721,799 reactions and 888 catalyst types from USPTO. Predict which catalyst facilitates the given reaction. (1) Reactant: O1CCN(S(F)(F)[F:8])CC1.[CH3:11][O:12][CH2:13][O:14][CH2:15][C:16]1[N:21]=[CH:20][C:19]([CH2:22]O)=[CH:18][CH:17]=1.C([O-])(O)=O.[Na+]. Product: [F:8][CH2:22][C:19]1[CH:18]=[CH:17][C:16]([CH2:15][O:14][CH2:13][O:12][CH3:11])=[N:21][CH:20]=1. The catalyst class is: 4. (2) Reactant: [C:1]([C:4]1[CH:11]=[CH:10][C:7]([CH:8]=[O:9])=[CH:6][CH:5]=1)(O)=[O:2].S(Cl)([Cl:14])=O.CN(C=O)C. Product: [CH:8]([C:7]1[CH:10]=[CH:11][C:4]([C:1]([Cl:14])=[O:2])=[CH:5][CH:6]=1)=[O:9]. The catalyst class is: 11. (3) Reactant: [CH:1]1([C:7]2[C:8]([C:24]([O:26]CC)=[O:25])=[C:9]([NH:12][C:13]([NH:15][C:16]3[CH:21]=[CH:20][C:19]([F:22])=[C:18]([F:23])[CH:17]=3)=[O:14])[S:10][CH:11]=2)[CH2:6][CH2:5][CH2:4][CH2:3][CH2:2]1.[OH-].[Na+]. Product: [CH:1]1([C:7]2[C:8]([C:24]([OH:26])=[O:25])=[C:9]([NH:12][C:13]([NH:15][C:16]3[CH:21]=[CH:20][C:19]([F:22])=[C:18]([F:23])[CH:17]=3)=[O:14])[S:10][CH:11]=2)[CH2:2][CH2:3][CH2:4][CH2:5][CH2:6]1. The catalyst class is: 14. (4) Reactant: [CH2:1]([O:3][C:4]([C:6]1[C:18]([CH2:19][CH2:20][C:21]([F:24])([F:23])[F:22])=[N:17][C:9]2[C@H:10]3[N:14]([C:15](=[O:16])[C:8]=2[C:7]=1[C:25]1[CH:33]=[CH:32][C:28]([C:29]([OH:31])=O)=[CH:27][CH:26]=1)[CH2:13][CH2:12][CH2:11]3)=[O:5])[CH3:2].CCN=C=NCCCN(C)C.C1C=CC2N(O)N=NC=2C=1.[NH2:55][C@H:56]1[C:64]2[C:59](=[CH:60][CH:61]=[CH:62][CH:63]=2)[CH2:58][CH2:57]1. Product: [C@H:56]1([NH:55][C:29]([C:28]2[CH:32]=[CH:33][C:25]([C:7]3[C:8]4[C:15](=[O:16])[N:14]5[C@H:10]([C:9]=4[N:17]=[C:18]([CH2:19][CH2:20][C:21]([F:23])([F:22])[F:24])[C:6]=3[C:4]([O:3][CH2:1][CH3:2])=[O:5])[CH2:11][CH2:12][CH2:13]5)=[CH:26][CH:27]=2)=[O:31])[C:64]2[C:59](=[CH:60][CH:61]=[CH:62][CH:63]=2)[CH2:58][CH2:57]1. The catalyst class is: 4. (5) Reactant: [CH:1]([O:4][C:5]([N:7]1[CH:12]([CH2:13][CH3:14])[CH2:11][CH:10]([N:15]([CH2:23][C:24]2[CH:29]=[C:28]([C:30]([F:33])([F:32])[F:31])[CH:27]=[C:26]([Cl:34])[CH:25]=2)[C:16]2[N:21]=[CH:20][C:19]([OH:22])=[CH:18][N:17]=2)[CH2:9][CH:8]1[CH2:35][C:36]1[CH:41]=[CH:40][CH:39]=[CH:38][CH:37]=1)=[O:6])([CH3:3])[CH3:2].Br[CH2:43][CH2:44][OH:45].C(=O)([O-])[O-].[K+].[K+].O. Product: [CH:1]([O:4][C:5]([N:7]1[CH:12]([CH2:13][CH3:14])[CH2:11][CH:10]([N:15]([CH2:23][C:24]2[CH:29]=[C:28]([C:30]([F:33])([F:31])[F:32])[CH:27]=[C:26]([Cl:34])[CH:25]=2)[C:16]2[N:21]=[CH:20][C:19]([O:22][CH2:43][CH2:44][OH:45])=[CH:18][N:17]=2)[CH2:9][CH:8]1[CH2:35][C:36]1[CH:37]=[CH:38][CH:39]=[CH:40][CH:41]=1)=[O:6])([CH3:2])[CH3:3]. The catalyst class is: 3. (6) Reactant: N[C:2]1[CH:11]=[CH:10][CH:9]=[C:8]2[C:3]=1[C:4]([Br:12])=[CH:5][N:6]=[CH:7]2.CCO.N([O-])=O.[Na+].[F:20][B-](F)(F)F.[H+]. Product: [Br:12][C:4]1[C:3]2[C:8](=[CH:9][CH:10]=[CH:11][C:2]=2[F:20])[CH:7]=[N:6][CH:5]=1. The catalyst class is: 809. (7) Reactant: [NH2:1][C:2]1[N:10]=[C:9]2[C:5]([NH:6][CH:7]=[N:8]2)=[C:4]([Cl:11])[N:3]=1.C(=O)([O-])[O-].[K+].[K+].[CH2:18](Br)[C:19]1[CH:24]=[CH:23][CH:22]=[CH:21][CH:20]=1. Product: [NH2:1][C:2]1[N:10]=[C:9]2[C:5]([N:6]=[CH:7][N:8]2[CH2:18][C:19]2[CH:24]=[CH:23][CH:22]=[CH:21][CH:20]=2)=[C:4]([Cl:11])[N:3]=1. The catalyst class is: 3. (8) Reactant: C([Li])CCC.[Br:6][C:7]1[CH:12]=[CH:11][CH:10]=[C:9](Br)[CH:8]=1.[CH3:14][Si:15](Cl)([CH3:17])[CH3:16].O. Product: [Br:6][C:7]1[CH:12]=[CH:11][CH:10]=[C:9]([Si:15]([CH3:17])([CH3:16])[CH3:14])[CH:8]=1. The catalyst class is: 28. (9) Reactant: C1(COC([NH:11][C@H:12]([C:14]([NH:16][C@H:17]([C:25]([O:27][C:28]([CH3:31])([CH3:30])[CH3:29])=[O:26])[CH2:18][C:19]2[CH:24]=[CH:23][CH:22]=[CH:21][CH:20]=2)=[O:15])[CH3:13])=O)C=CC=CC=1. Product: [NH2:11][C@H:12]([C:14]([NH:16][C@H:17]([C:25]([O:27][C:28]([CH3:29])([CH3:31])[CH3:30])=[O:26])[CH2:18][C:19]1[CH:24]=[CH:23][CH:22]=[CH:21][CH:20]=1)=[O:15])[CH3:13]. The catalyst class is: 5. (10) Reactant: [C:1]([N:8]([CH:10]1[CH2:14][CH2:13][NH:12][CH2:11]1)[CH3:9])([O:3][C:4]([CH3:7])([CH3:6])[CH3:5])=[O:2].[I-].[K+].C(=O)([O-])[O-].[K+].[K+].Br[CH2:24][CH2:25][CH2:26][CH2:27][CH3:28]. Product: [C:4]([O:3][C:1](=[O:2])[N:8]([CH:10]1[CH2:14][CH2:13][N:12]([CH2:24][CH2:25][CH2:26][CH2:27][CH3:28])[CH2:11]1)[CH3:9])([CH3:6])([CH3:7])[CH3:5]. The catalyst class is: 3.